Dataset: Full USPTO retrosynthesis dataset with 1.9M reactions from patents (1976-2016). Task: Predict the reactants needed to synthesize the given product. (1) Given the product [Br:1][C:2]1[CH:23]=[C:6]2[C:5](=[CH:4][C:3]=1[O:25][CH3:26])[N:16]([C@H:17]([CH2:21][OH:22])[CH:18]([CH3:20])[CH3:19])[CH:15]=[C:9]([C:10]([O:12][CH2:13][CH3:14])=[O:11])[C:7]2=[O:8], predict the reactants needed to synthesize it. The reactants are: [Br:1][C:2]1[C:3]([O:25][CH3:26])=[CH:4][C:5](F)=[C:6]([CH:23]=1)[C:7]([C:9](=[CH:15][NH:16][C@H:17]([CH2:21][OH:22])[CH:18]([CH3:20])[CH3:19])[C:10]([O:12][CH2:13][CH3:14])=[O:11])=[O:8].C(=O)([O-])[O-].[K+].[K+].C1(C)C=CC=CC=1. (2) Given the product [NH2:22][C:23]1[CH:24]=[C:25]2[C:30](=[CH:31][CH:32]=1)[C:28](=[C:5]1[C:4]3[C:8](=[CH:9][CH:10]=[C:2]([Cl:1])[CH:3]=3)[NH:7][C:6]1=[O:11])[O:27][CH2:26]2, predict the reactants needed to synthesize it. The reactants are: [Cl:1][C:2]1[CH:3]=[C:4]2[C:8](=[CH:9][CH:10]=1)[NH:7][C:6](=[O:11])[CH2:5]2.C[Si](C)(C)N[Si](C)(C)C.[Na].[NH2:22][C:23]1[CH:24]=[C:25]2[C:30](=[CH:31][CH:32]=1)[C:28](=O)[O:27][CH2:26]2.